This data is from CYP2C9 inhibition data for predicting drug metabolism from PubChem BioAssay. The task is: Regression/Classification. Given a drug SMILES string, predict its absorption, distribution, metabolism, or excretion properties. Task type varies by dataset: regression for continuous measurements (e.g., permeability, clearance, half-life) or binary classification for categorical outcomes (e.g., BBB penetration, CYP inhibition). Dataset: cyp2c9_veith. (1) The drug is COc1ccccc1-c1cc(Nc2ccn[nH]2)ncn1. The result is 0 (non-inhibitor). (2) The compound is O=[As](O)(O)c1ccc(NCc2ccccc2)cc1. The result is 0 (non-inhibitor). (3) The drug is Cc1cccc(C(=O)NNC(=O)c2cc3cc4ccccc4nc3s2)c1. The result is 0 (non-inhibitor). (4) The compound is COC(=O)CCSc1cc([N+](=O)[O-])cc2c1c(C1OCCS1)nn2-c1ccccc1. The result is 1 (inhibitor). (5) The compound is CCOC(=O)CCN1C(=O)[C@H]2CC[C@H]3/C(=N\OC[C@@H](O)COCc4ccco4)C[C@@H](O)[C@@H](O)[C@@H]3[C@@H]2C1=O. The result is 0 (non-inhibitor). (6) The molecule is COc1ccccc1N1CCN(CCCCNS(=O)(=O)c2cccc3c(N(C)C)cccc23)CC1. The result is 0 (non-inhibitor). (7) The molecule is CCC/C=C(\CCC)C(NS(=O)(=O)CC12CCC(CC1=O)C2(C)C)c1ccc(C(=O)OC)cc1. The result is 1 (inhibitor). (8) The drug is CC(=O)Oc1cc(C(F)(F)F)ccc1C(=O)O. The result is 0 (non-inhibitor). (9) The molecule is O=C(c1cnccn1)N1CCC2(CC1)CCN(c1ccncc1)CC2. The result is 0 (non-inhibitor).